Task: Predict the product of the given reaction.. Dataset: Forward reaction prediction with 1.9M reactions from USPTO patents (1976-2016) Given the reactants [OH:1][CH2:2][CH2:3][C@@H:4]1[CH2:16][C:15]2[C:14]3[C:13]([O:17][CH:18]4[CH2:23][CH2:22][CH:21]([NH:24][C:25](=[O:31])[O:26][C:27]([CH3:30])([CH3:29])[CH3:28])[CH2:20][CH2:19]4)=[N:12][CH:11]=[N:10][C:9]=3[S:8][C:7]=2[CH2:6][CH2:5]1.C1C=C[NH+]=CC=1.C1C=C[NH+]=CC=1.[O-:44][Cr](O[Cr]([O-])(=O)=O)(=O)=O, predict the reaction product. The product is: [C:27]([O:26][C:25]([NH:24][CH:21]1[CH2:20][CH2:19][CH:18]([O:17][C:13]2[C:14]3[C:15]4[CH2:16][C@@H:4]([CH2:3][C:2]([OH:44])=[O:1])[CH2:5][CH2:6][C:7]=4[S:8][C:9]=3[N:10]=[CH:11][N:12]=2)[CH2:23][CH2:22]1)=[O:31])([CH3:28])([CH3:30])[CH3:29].